This data is from Reaction yield outcomes from USPTO patents with 853,638 reactions. The task is: Predict the reaction yield, written as a fraction of the theoretical maximum amount of product (1.0 means a 100% yield; for example, 0.34 means a 34% yield). The reactants are [NH2:1][C:2]1[N:3]=[C:4]([N:17]2[CH2:22][CH2:21][NH:20][CH2:19][CH2:18]2)[C:5]2[N:10]=[C:9]([C:11]3[CH:12]=[N:13][CH:14]=[CH:15][CH:16]=3)[S:8][C:6]=2[N:7]=1.[C:23]1([CH3:32])[CH:28]=[CH:27][C:26]([N:29]=[C:30]=[O:31])=[CH:25][CH:24]=1. The catalyst is O1CCOCC1. The product is [NH2:1][C:2]1[N:3]=[C:4]([N:17]2[CH2:18][CH2:19][N:20]([C:30]([NH:29][C:26]3[CH:27]=[CH:28][C:23]([CH3:32])=[CH:24][CH:25]=3)=[O:31])[CH2:21][CH2:22]2)[C:5]2[N:10]=[C:9]([C:11]3[CH:12]=[N:13][CH:14]=[CH:15][CH:16]=3)[S:8][C:6]=2[N:7]=1. The yield is 0.790.